Task: Binary Classification. Given a miRNA mature sequence and a target amino acid sequence, predict their likelihood of interaction.. Dataset: Experimentally validated miRNA-target interactions with 360,000+ pairs, plus equal number of negative samples The miRNA is hsa-miR-6076 with sequence AGCAUGACAGAGGAGAGGUGG. The protein sequence of the target gene is MGSQEVLGHAARLASSGLLLQVLFRLITFVLNAFILRFLSKEIVGVVNVRLTLLYSTTLFLAREAFRRACLSGGTQRDWSQTLNLLWLTVPLGVFWSLFLGWIWLQLLEVPDPNVVPHYATGVVLFGLSAVVELLGEPFWVLAQAHMFVKLKVIAESLSVILKSVLTAFLVLWLPHWGLYIFSLAQLFYTTVLVLCYVIYFTKLLGSPESTKLQTLPVSRITDLLPNITRNGAFINWKEAKLTWSFFKQSFLKQILTEGERYVMTFLNVLNFGDQGVYDIVNNLGSLVARLIFQPIEESF.... Result: 1 (interaction).